From a dataset of Catalyst prediction with 721,799 reactions and 888 catalyst types from USPTO. Predict which catalyst facilitates the given reaction. (1) Reactant: Cl.[NH2:2][CH2:3][CH2:4][N:5]1[C:9](=[O:10])[CH2:8][NH:7][C:6]1=[O:11].CCN(C(C)C)C(C)C.[O:21](C(OC(C)(C)C)=O)[C:22]([O:24][C:25]([CH3:28])([CH3:27])[CH3:26])=O.CN(C=O)C. Product: [C:25]([O:24][C:22](=[O:21])[NH:2][CH2:3][CH2:4][N:5]1[C:9](=[O:10])[CH2:8][NH:7][C:6]1=[O:11])([CH3:28])([CH3:27])[CH3:26]. The catalyst class is: 2. (2) Reactant: [Cl:1][C:2]1[C:9]([O:10][CH:11]2[CH2:16][CH2:15][N:14]([CH:17]3[CH2:20][O:19][CH2:18]3)[CH2:13][CH2:12]2)=[CH:8][C:5]([C:6]#[N:7])=[CH:4][C:3]=1[N+:21]([O-])=O. Product: [NH2:21][C:3]1[CH:4]=[C:5]([CH:8]=[C:9]([O:10][CH:11]2[CH2:16][CH2:15][N:14]([CH:17]3[CH2:18][O:19][CH2:20]3)[CH2:13][CH2:12]2)[C:2]=1[Cl:1])[C:6]#[N:7]. The catalyst class is: 19.